This data is from Full USPTO retrosynthesis dataset with 1.9M reactions from patents (1976-2016). The task is: Predict the reactants needed to synthesize the given product. (1) Given the product [O:1]1[C:6]2[CH:7]=[CH:8][C:9]([C:15]3[CH:16]=[C:17]([NH2:18])[CH:19]=[CH:20][CH:21]=3)=[CH:10][C:5]=2[O:4][CH2:3][CH2:2]1, predict the reactants needed to synthesize it. The reactants are: [O:1]1[C:6]2[CH:7]=[CH:8][C:9](B(O)O)=[CH:10][C:5]=2[O:4][CH2:3][CH2:2]1.Br[C:15]1[CH:16]=[C:17]([CH:19]=[CH:20][CH:21]=1)[NH2:18].C([O-])([O-])=O.[Na+].[Na+]. (2) Given the product [C:37]([CH:34]1[CH2:35][CH2:36][N:31]([C:15]([N:13]2[CH2:14][CH:9]([C:4]3[CH:5]=[CH:6][C:7]([CH3:8])=[C:2]([CH3:1])[CH:3]=3)[CH2:10][CH:11]([C:27]([O:29][CH3:30])=[O:28])[CH2:12]2)=[O:16])[CH2:32][CH2:33]1)#[N:38], predict the reactants needed to synthesize it. The reactants are: [CH3:1][C:2]1[CH:3]=[C:4]([CH:9]2[CH2:14][N:13]([C:15](OC3C=CC([N+]([O-])=O)=CC=3)=[O:16])[CH2:12][CH:11]([C:27]([O:29][CH3:30])=[O:28])[CH2:10]2)[CH:5]=[CH:6][C:7]=1[CH3:8].[NH:31]1[CH2:36][CH2:35][CH:34]([C:37]#[N:38])[CH2:33][CH2:32]1.C(=O)([O-])[O-].[K+].[K+]. (3) Given the product [Br:1][C:2]1[CH:10]=[C:9]2[C:5]([C:6]([CH:28]([F:30])[F:29])=[CH:7][N:8]2[S:11]([C:14]2[CH:19]=[CH:18][C:17]([O:20][CH3:21])=[C:16]([N:22]3[CH2:27][CH2:26][N:25]([CH:42]4[CH2:44][CH2:43]4)[CH2:24][CH2:23]3)[CH:15]=2)(=[O:13])=[O:12])=[CH:4][CH:3]=1, predict the reactants needed to synthesize it. The reactants are: [Br:1][C:2]1[CH:10]=[C:9]2[C:5]([C:6]([CH:28]([F:30])[F:29])=[CH:7][N:8]2[S:11]([C:14]2[CH:19]=[CH:18][C:17]([O:20][CH3:21])=[C:16]([N:22]3[CH2:27][CH2:26][NH:25][CH2:24][CH2:23]3)[CH:15]=2)(=[O:13])=[O:12])=[CH:4][CH:3]=1.C([BH3-])#N.[Na+].C(O)(=O)C.CCO[C:42]1(O[Si](C)(C)C)[CH2:44][CH2:43]1. (4) The reactants are: [C:1]([OH:9])(=[O:8])[C:2]1[CH:7]=[CH:6][CH:5]=[CH:4][CH:3]=1.C(Cl)(=O)C(Cl)=O.[CH2:16]([N:18]([C@@H:26]1[CH2:30][CH2:29][N:28]([C:31]2[C:36]([CH2:37]O)=[CH:35][CH:34]=[CH:33][N:32]=2)[CH2:27]1)[C:19](=[O:25])[O:20][C:21]([CH3:24])([CH3:23])[CH3:22])[CH3:17].CCN(CC)CC. Given the product [C:1]([O:9][CH2:37][C:36]1[C:31]([N:28]2[CH2:29][CH2:30][C@@H:26]([N:18]([C:19]([O:20][C:21]([CH3:22])([CH3:24])[CH3:23])=[O:25])[CH2:16][CH3:17])[CH2:27]2)=[N:32][CH:33]=[CH:34][CH:35]=1)(=[O:8])[C:2]1[CH:7]=[CH:6][CH:5]=[CH:4][CH:3]=1, predict the reactants needed to synthesize it. (5) Given the product [F:35][C:33]([F:34])([F:36])[C:31]1[CH:32]=[C:27]([CH:28]=[C:29]([C:37]([F:40])([F:38])[F:39])[CH:30]=1)[CH2:26][N:19]([C:20]1[N:21]=[N:22][N:23]([CH3:25])[N:24]=1)[C@H:15]1[CH2:16][CH2:17][CH2:18][N:12]([CH:9]2[CH2:10][CH2:11][CH:6]([C:4]([OH:5])=[O:3])[CH2:7][CH2:8]2)[C:13]2[CH:44]=[C:43]([C:45]([F:46])([F:47])[F:48])[C:42]([CH3:49])=[CH:41][C:14]1=2, predict the reactants needed to synthesize it. The reactants are: C([O:3][C:4]([CH:6]1[CH2:11][CH2:10][CH:9]([N:12]2[CH2:18][CH2:17][CH2:16][C@H:15]([N:19]([CH2:26][C:27]3[CH:32]=[C:31]([C:33]([F:36])([F:35])[F:34])[CH:30]=[C:29]([C:37]([F:40])([F:39])[F:38])[CH:28]=3)[C:20]3[N:21]=[N:22][N:23]([CH3:25])[N:24]=3)[C:14]3[CH:41]=[C:42]([CH3:49])[C:43]([C:45]([F:48])([F:47])[F:46])=[CH:44][C:13]2=3)[CH2:8][CH2:7]1)=[O:5])C.[OH-].[Na+].Cl. (6) The reactants are: [CH2:1]([C:3]1[C:4]([NH:13][C@H:14]2[CH2:18][CH2:17][CH2:16][C@@H:15]2[NH:19][C:20](=[O:33])[C:21]2C=CC=CC=2C2ON=C(C)N=2)=[N:5][CH:6]=[C:7]([C:9]([F:12])([F:11])[F:10])[N:8]=1)[CH3:2].Cl.C(C1C(N[C@H]2CCC[C@@H]2N)=NC=C(C(F)(F)F)N=1)C.[N:54]1[CH:59]=[CH:58][CH:57]=[N:56][C:55]=1[C:60]1C(C(O)=O)=[N:62][CH:63]=[CH:64][CH:65]=1. Given the product [CH2:1]([C:3]1[C:4]([NH:13][C@H:14]2[CH2:18][CH2:17][CH2:16][C@@H:15]2[NH:19][C:20]([C:21]2[C:60]([C:55]3[N:54]=[CH:59][CH:58]=[CH:57][N:56]=3)=[CH:65][CH:64]=[CH:63][N:62]=2)=[O:33])=[N:5][CH:6]=[C:7]([C:9]([F:10])([F:11])[F:12])[N:8]=1)[CH3:2], predict the reactants needed to synthesize it. (7) The reactants are: [OH:1][C:2]1[CH:11]=[CH:10][C:9]([NH:12][CH2:13][C:14]2[CH:19]=[CH:18][C:17]([O:20][CH3:21])=[CH:16][CH:15]=2)=[CH:8][C:3]=1[C:4]([O:6][CH3:7])=[O:5].[O:22]([C:29]1[CH:37]=[CH:36][C:32]([C:33](Cl)=[O:34])=[CH:31][CH:30]=1)[C:23]1[CH:28]=[CH:27][CH:26]=[CH:25][CH:24]=1. Given the product [OH:1][C:2]1[CH:11]=[CH:10][C:9]([N:12]([CH2:13][C:14]2[CH:15]=[CH:16][C:17]([O:20][CH3:21])=[CH:18][CH:19]=2)[C:33](=[O:34])[C:32]2[CH:36]=[CH:37][C:29]([O:22][C:23]3[CH:28]=[CH:27][CH:26]=[CH:25][CH:24]=3)=[CH:30][CH:31]=2)=[CH:8][C:3]=1[C:4]([O:6][CH3:7])=[O:5], predict the reactants needed to synthesize it. (8) Given the product [F:17][CH:15]([F:16])[O:14][C:8]1[CH:7]=[C:6]([CH:11]=[CH:10][C:9]=1[O:12][CH3:13])[CH2:5][C:4]1[NH:31][C:29](=[O:30])[C:21]2[N:22]=[CH:23][N:24]([CH2:25][CH:26]([OH:28])[CH3:27])[C:20]=2[N:19]=1, predict the reactants needed to synthesize it. The reactants are: C(O[C:4](=O)[CH2:5][C:6]1[CH:11]=[CH:10][C:9]([O:12][CH3:13])=[C:8]([O:14][CH:15]([F:17])[F:16])[CH:7]=1)C.[NH2:19][C:20]1[N:24]([CH2:25][CH:26]([OH:28])[CH3:27])[CH:23]=[N:22][C:21]=1[C:29]([NH2:31])=[O:30].[Na]. (9) Given the product [O:5]=[C:4]([N:6]1[CH2:7][CH2:8][CH2:9][CH2:10]1)[C@@H:3]([NH:2][C:37]([C:35]1[NH:34][C:31]2=[CH:32][N:33]=[C:28]([Cl:27])[CH:29]=[C:30]2[CH:36]=1)=[O:38])[CH2:11][C:12]1[CH:13]=[N:14][CH:15]=[CH:16][CH:17]=1, predict the reactants needed to synthesize it. The reactants are: Cl.[NH2:2][C@@H:3]([CH2:11][C:12]1[CH:13]=[N:14][CH:15]=[CH:16][CH:17]=1)[C:4]([N:6]1[CH2:10][CH2:9][CH2:8][CH2:7]1)=[O:5].CCN(C(C)C)C(C)C.[Cl:27][C:28]1[CH:29]=[C:30]2[CH:36]=[C:35]([C:37](O)=[O:38])[NH:34][C:31]2=[CH:32][N:33]=1.CN(C(ON1N=NC2C=CC=CC1=2)=[N+](C)C)C.[B-](F)(F)(F)F.